This data is from Full USPTO retrosynthesis dataset with 1.9M reactions from patents (1976-2016). The task is: Predict the reactants needed to synthesize the given product. (1) Given the product [CH3:17][N:5]1[C:6]2[C:12]([NH:19][N:20]=[CH:10][C:7]=2[C:8]2[S:9][C:2]([Br:1])=[CH:3][C:4]1=2)=[O:13], predict the reactants needed to synthesize it. The reactants are: [Br:1][C:2]1[S:9][C:8]2[C:7]([CH:10]=O)=[C:6]([C:12](OCC)=[O:13])[N:5]([CH3:17])[C:4]=2[CH:3]=1.O.[NH2:19][NH2:20].BrC1SC2C(C=O)=C(C(OCC)=O)NC=2C=1. (2) Given the product [CH2:1]([N:17]1[C:18]2[C@@:10]3([CH3:9])[C:27]([CH3:29])([CH3:28])[C@H:13]([CH2:12][CH2:11]3)[C:14]=2[C:15](=[O:26])[N:16]1[C:19]1[CH:20]=[CH:21][C:22]([CH3:25])=[CH:23][CH:24]=1)[C:2]1[CH:7]=[CH:6][CH:5]=[CH:4][CH:3]=1.[CH2:1]([O:26][C:15]1[N:16]([C:19]2[CH:24]=[CH:23][C:22]([CH3:25])=[CH:21][CH:20]=2)[N:17]=[C:18]2[C:14]=1[C@@H:13]1[C:27]([CH3:29])([CH3:28])[C@@:10]2([CH3:9])[CH2:11][CH2:12]1)[C:2]1[CH:7]=[CH:6][CH:5]=[CH:4][CH:3]=1, predict the reactants needed to synthesize it. The reactants are: [CH2:1](Br)[C:2]1[CH:7]=[CH:6][CH:5]=[CH:4][CH:3]=1.[CH3:9][C@@:10]12[C:27]([CH3:29])([CH3:28])[C@@H:13]([C:14]3[C:15](=[O:26])[N:16]([C:19]4[CH:24]=[CH:23][C:22]([CH3:25])=[CH:21][CH:20]=4)[NH:17][C:18]=31)[CH2:12][CH2:11]2.[I-].[K+].C(=O)([O-])[O-].[K+].[K+].